From a dataset of Forward reaction prediction with 1.9M reactions from USPTO patents (1976-2016). Predict the product of the given reaction. (1) The product is: [F:13][C:11]([F:14])([F:12])[C:9]1[N:10]2[CH:16]=[CH:17][N:1]=[C:2]2[C:3]([C:4]([OH:6])=[O:5])=[CH:7][CH:8]=1. Given the reactants [NH2:1][C:2]1[N:10]=[C:9]([C:11]([F:14])([F:13])[F:12])[CH:8]=[CH:7][C:3]=1[C:4]([OH:6])=[O:5].Cl[CH2:16][CH:17]=O, predict the reaction product. (2) Given the reactants [C:1]12([C:11]3[CH:30]=[CH:29][C:14]([O:15][CH2:16][C:17]4[O:18][C:19]5[CH:25]=[CH:24][C:23]([C:26](O)=[O:27])=[CH:22][C:20]=5[N:21]=4)=[CH:13][CH:12]=3)[CH2:10][CH:5]3[CH2:6][CH:7]([CH2:9][CH:3]([CH2:4]3)[CH2:2]1)[CH2:8]2.[N:31]1([CH2:37][CH2:38][NH2:39])[CH2:36][CH2:35][CH2:34][CH2:33][CH2:32]1.CN(C(ON1N=NC2C=CC=CC1=2)=[N+](C)C)C.F[P-](F)(F)(F)(F)F.CCN(C(C)C)C(C)C, predict the reaction product. The product is: [N:31]1([CH2:37][CH2:38][NH:39][C:26]([C:23]2[CH:24]=[CH:25][C:19]3[O:18][C:17]([CH2:16][O:15][C:14]4[CH:13]=[CH:12][C:11]([C:1]56[CH2:10][CH:5]7[CH2:4][CH:3]([CH2:9][CH:7]([CH2:6]7)[CH2:8]5)[CH2:2]6)=[CH:30][CH:29]=4)=[N:21][C:20]=3[CH:22]=2)=[O:27])[CH2:36][CH2:35][CH2:34][CH2:33][CH2:32]1.